Dataset: Full USPTO retrosynthesis dataset with 1.9M reactions from patents (1976-2016). Task: Predict the reactants needed to synthesize the given product. (1) Given the product [Cl:18][C:6]1[C:5]([O:4][CH3:1])=[C:10]([O:11][CH3:12])[C:9]([N+:13]([O-:15])=[O:14])=[CH:8][C:7]=1[CH:16]=[O:17], predict the reactants needed to synthesize it. The reactants are: [C:1]([O:4][C:5]1[C:10]([O:11][CH3:12])=[C:9]([N+:13]([O-:15])=[O:14])[CH:8]=[C:7]([CH:16]=[O:17])[C:6]=1[Cl:18])(=O)C.COS(OC)(=O)=O.[OH-].[K+]. (2) Given the product [I-:1].[F:24][C:25]1[CH:26]=[CH:27][C:28]2[S:32][C:31]([CH:33]=[C:7]3[C:6]4[C:11](=[CH:12][CH:13]=[C:4]([O:3][CH3:2])[CH:5]=4)[N:10]([CH3:14])[C:9]([C:15]4[CH:16]=[CH:17][CH:18]=[CH:19][CH:20]=4)=[N:8]3)=[N+:30]([CH3:34])[C:29]=2[CH:35]=1, predict the reactants needed to synthesize it. The reactants are: [I-:1].[CH3:2][O:3][C:4]1[CH:5]=[C:6]2[C:11](=[CH:12][CH:13]=1)[N+:10]([CH3:14])=[C:9]([C:15]1[CH:20]=[CH:19][CH:18]=[CH:17][CH:16]=1)[N:8]=[C:7]2SC.[I-].[F:24][C:25]1[CH:26]=[CH:27][C:28]2[S:32][C:31]([CH3:33])=[N+:30]([CH3:34])[C:29]=2[CH:35]=1.C(N(CC)CC)C. (3) Given the product [F:1][C:2]1[CH:3]=[CH:4][C:5]([N:8]2[C:11](=[O:12])[C@H:10]([S:13][CH2:14][CH:15]([C:17]3[CH:22]=[CH:21][C:20]([F:23])=[CH:19][CH:18]=3)[OH:16])[C@H:9]2[C:24]2[CH:34]=[CH:33][C:27]([O:28][CH2:29][C:30]([NH:36][C@H:37]([C:43]([OH:45])=[O:44])[CH2:38][CH2:39][C:40](=[O:42])[NH2:41])=[O:31])=[CH:26][CH:25]=2)=[CH:6][CH:7]=1, predict the reactants needed to synthesize it. The reactants are: [F:1][C:2]1[CH:7]=[CH:6][C:5]([N:8]2[C:11](=[O:12])[C@H:10]([S:13][CH2:14][C:15]([C:17]3[CH:22]=[CH:21][C:20]([F:23])=[CH:19][CH:18]=3)=[O:16])[C@H:9]2[C:24]2[CH:34]=[CH:33][C:27]([O:28][CH2:29][C:30](O)=[O:31])=[CH:26][CH:25]=2)=[CH:4][CH:3]=1.Cl.[NH2:36][C@H:37]([C:43]([O:45]C(C)(C)C)=[O:44])[CH2:38][CH2:39][C:40](=[O:42])[NH2:41].CN1CCOCC1.CN(C(ON1N=NC2C=CC=CC1=2)=[N+](C)C)C.[B-](F)(F)(F)F.[BH4-].[Na+].C(O)(=O)C. (4) Given the product [ClH:1].[CH2:8]([C@H:12]1[NH:19][CH2:18][C:15]2([CH2:16][CH2:17]2)[N:14]([C:27]([O:29][CH2:30][C:31]2[CH:36]=[CH:35][CH:34]=[CH:33][CH:32]=2)=[O:28])[CH2:13]1)[CH:9]([CH3:11])[CH3:10], predict the reactants needed to synthesize it. The reactants are: [ClH:1].O1CCOCC1.[CH2:8]([C@H:12]1[N:19](C(OC(C)(C)C)=O)[CH2:18][C:15]2([CH2:17][CH2:16]2)[N:14]([C:27]([O:29][CH2:30][C:31]2[CH:36]=[CH:35][CH:34]=[CH:33][CH:32]=2)=[O:28])[CH2:13]1)[CH:9]([CH3:11])[CH3:10].